Dataset: Catalyst prediction with 721,799 reactions and 888 catalyst types from USPTO. Task: Predict which catalyst facilitates the given reaction. (1) Reactant: [OH-].[K+].[CH2:3]([O:5][C:6](=[O:22])[CH:7]([N:13]([C:15]([O:17][C:18]([CH3:21])([CH3:20])[CH3:19])=[O:16])[CH3:14])[C:8]([O:10]CC)=[O:9])[CH3:4]. Product: [C:18]([O:17][C:15]([N:13]([CH3:14])[C@H:7]([C:8]([OH:10])=[O:9])[C:6](=[O:22])[O:5][CH2:3][CH3:4])=[O:16])([CH3:21])([CH3:19])[CH3:20]. The catalyst class is: 8. (2) Reactant: N#N.[CH3:3][O:4][CH2:5][C:6]1[S:10][C:9]([CH2:11][OH:12])=[N:8][CH:7]=1.CCN(CC)CC.[S:20](Cl)([CH3:23])(=[O:22])=[O:21]. Product: [CH3:23][S:20]([O:12][CH2:11][C:9]1[S:10][C:6]([CH2:5][O:4][CH3:3])=[CH:7][N:8]=1)(=[O:22])=[O:21]. The catalyst class is: 64. (3) Reactant: C1(S([N:10]2[C:14]3=[N:15][CH:16]=[CH:17][C:18]([C:19]4[CH:20]=[CH:21][C:22]([O:27][CH:28]5[CH2:33][CH2:32][O:31][CH2:30][CH2:29]5)=[C:23]([CH:26]=4)[C:24]#[N:25])=[C:13]3[CH:12]=[C:11]2[C:34]2[CH:39]=[CH:38][C:37]([N:40]3[CH2:45][CH2:44][NH:43][CH2:42][CH2:41]3)=[CH:36][CH:35]=2)(=O)=O)C=CC=CC=1.[C:46](O)(=[O:49])[CH2:47][OH:48].CN(C(ON1N=NC2C=CC=NC1=2)=[N+](C)C)C.F[P-](F)(F)(F)(F)F.CCN(C(C)C)C(C)C.C([O-])([O-])=O.[Cs+].[Cs+]. Product: [OH:49][CH2:46][C:47]([N:43]1[CH2:44][CH2:45][N:40]([C:37]2[CH:38]=[CH:39][C:34]([C:11]3[NH:10][C:14]4=[N:15][CH:16]=[CH:17][C:18]([C:19]5[CH:20]=[CH:21][C:22]([O:27][CH:28]6[CH2:33][CH2:32][O:31][CH2:30][CH2:29]6)=[C:23]([CH:26]=5)[C:24]#[N:25])=[C:13]4[CH:12]=3)=[CH:35][CH:36]=2)[CH2:41][CH2:42]1)=[O:48]. The catalyst class is: 4. (4) Reactant: [F:1][C:2]1[C:8]([F:9])=[CH:7][C:5]([NH2:6])=[C:4]([N+:10]([O-])=O)[CH:3]=1.[O-]S(S([O-])=O)=O.[Na+].[Na+].C([O-])(O)=O.[Na+].CO. Product: [F:1][C:2]1[CH:3]=[C:4]([NH2:10])[C:5]([NH2:6])=[CH:7][C:8]=1[F:9]. The catalyst class is: 299. (5) Reactant: [C:1]([C:4]1[N:5]([CH2:22][C:23]2[CH:28]=[CH:27][C:26]([C:29](=O)[CH3:30])=[CH:25][CH:24]=2)[C:6](=[O:21])[C:7]2[C:12]([C:13]=1[C:14]1[CH:19]=[CH:18][CH:17]=[CH:16][CH:15]=1)=[CH:11][C:10]([Br:20])=[CH:9][CH:8]=2)(=[O:3])[CH3:2].Cl.[NH2:33][OH:34].C([O-])(=O)C.[Na+]. Product: [C:1]([C:4]1[N:5]([CH2:22][C:23]2[CH:24]=[CH:25][C:26]([C:29](=[N:33][OH:34])[CH3:30])=[CH:27][CH:28]=2)[C:6](=[O:21])[C:7]2[C:12]([C:13]=1[C:14]1[CH:19]=[CH:18][CH:17]=[CH:16][CH:15]=1)=[CH:11][C:10]([Br:20])=[CH:9][CH:8]=2)(=[O:3])[CH3:2]. The catalyst class is: 8. (6) Reactant: [CH3:1][O:2][CH2:3][CH2:4][O:5][C:6]1[CH:11]=[CH:10][C:9](/[CH:12]=[CH:13]/[C:14]2[C:22]3[C:17](=[CH:18][CH:19]=[CH:20][CH:21]=3)[NH:16][N:15]=2)=[C:8]([N+:23]([O-])=O)[CH:7]=1.[Sn].Cl.[OH-].[Na+]. Product: [NH:16]1[C:17]2[C:22](=[CH:21][CH:20]=[CH:19][CH:18]=2)[C:14](/[CH:13]=[CH:12]/[C:9]2[CH:10]=[CH:11][C:6]([O:5][CH2:4][CH2:3][O:2][CH3:1])=[CH:7][C:8]=2[NH2:23])=[N:15]1. The catalyst class is: 8.